From a dataset of Experimentally validated miRNA-target interactions with 360,000+ pairs, plus equal number of negative samples. Binary Classification. Given a miRNA mature sequence and a target amino acid sequence, predict their likelihood of interaction. (1) The miRNA is hsa-miR-3135b with sequence GGCUGGAGCGAGUGCAGUGGUG. The protein sequence of the target gene is MLFLGMLKQVVNGTAQSKASSCRKLVLPLKFLGTSQHRIPADANFHSTSISEAEPPRVLITGGLGQLGVGLANLLRKRFGKDNVILSDIRKPPAHVFHSGPFVYANILDYKSLREIVVNHRISWLFHYSALLSAVGEANVSLARDVNITGLHNVLDVAAEYNVRLFVPSTIGAFGPTSPRNPAPDLCIQRPRTIYGVSKVHTELMGEYYYYRYGLDFRCLRYPGIISADSQPGGGTTDYAVQIFHAAAKNGTFECNLEAGTRLPMMYISDCLRATLEVMEAPAERLSMRTYNISAMSFTP.... Result: 0 (no interaction). (2) The miRNA is hsa-miR-4520-5p with sequence CCUGCGUGUUUUCUGUCCAA. The protein sequence of the target gene is MAGKKVCIVGSGNWGSAIAKIVGSNAGRLAHFDPRVTMWVFEEDIGGRKLTEIINTQHENVKYLPGHKLPPNVVAIPDVVQAATGADILVFVVPHQFIGKICDQLKGHLKANTIGISLIKGVDEGPNGLKLISEVIGERLGIPMSVLMGANIASEVAEEKFCETTIGCKDPAQGQLLKDLMQTPNFRITVVQEVDTVEICGALKNIVAVGAGFCDGLGFGDNTKAAVIRLGLMEMIAFAKLFCSGTVSSATFLESCGVADLITTCYGGRNRKVAEAFARTGKSIEQLEKEMLNGQKLQGP.... Result: 0 (no interaction). (3) The miRNA is hsa-miR-6813-3p with sequence AACCUUGGCCCCUCUCCCCAG. The protein sequence of the target gene is MDAATLTYDTLRFAEFEDFPETSEPVWILGRKYSIFTEKDEILSDVASRLWFTYRKNFPAIGGTGPTSDTGWGCMLRCGQMIFAQALVCRHLGRDWRWTQRKRQPDSYFSVLNAFIDRKDSYYSIHQIAQMGVGEGKSIGQWYGPNTVAQVLKKLAVFDTWSSLAVHIAMDNTVVMEEIRRLCRTSVPCAGATAFPADSDRHCNGFPAGAEVTNRPSPWRPLVLLIPLRLGLTDINEAYVETLKHCFMMPQSLGVIGGKPNSAHYFIGYVGEELIYLDPHTTQPAVEPTDGCFIPDESFH.... Result: 0 (no interaction). (4) The miRNA is hsa-miR-4659b-3p with sequence UUUCUUCUUAGACAUGGCAGCU. The protein sequence of the target gene is MPNWGGGAKCGACEKTVYHAEEIQCNGRSFHKTCFHCMACRKALDSTTVAAHESEIYCKVCYGRRYGPKGIGYGQGAGCLSTDTGEHLGLQFQQSPKPARSVTTSNPSKFTAKFGESEKCPRCGKSVYAAEKVMGGGKPWHKTCFRCAICGKSLESTNVTDKDGELYCKVCYAKNFGPTGIGFGGLTQQVEKKE. Result: 1 (interaction). (5) The miRNA is mmu-miR-291b-5p with sequence GAUCAAAGUGGAGGCCCUCUCC. The protein sequence of the target gene is MFAKATRNFLREVDADGDLIAVSNLNDSDKLQLLSLVTKKKRFWCWQRPKYQFLSLTLGDVLIEDQFPSPVVVESDFVKYEGKFANHVSGTLETALGKVKLNLGGSSRVESQSSFGTLRKQEVDLQQLIRDSAERTINLRNPVLQQVLEGRNEVLCVLTQKITTMQKCVISEHMQVEEKCGGIVGIQTKTVQVSATEDGNVTKDSNVVLEIPAATTIAYGVIELYVKLDGQFEFCLLRGKQGGFENKKRIDSVYLDPLVFREFAFIDMPDAAHGISSQDGPLSVLKQATLLLERNFHPFA.... Result: 0 (no interaction).